From a dataset of Forward reaction prediction with 1.9M reactions from USPTO patents (1976-2016). Predict the product of the given reaction. (1) Given the reactants Cl[C:2]1[C:7]([Cl:8])=[CH:6][CH:5]=[CH:4][C:3]=1[CH:9]([NH2:17])[CH2:10][C:11]1[CH:16]=[CH:15][CH:14]=[CH:13][CH:12]=1.[OH-].[Na+].[CH3:20]O, predict the reaction product. The product is: [Cl:8][C:7]1[C:2]([CH3:20])=[C:3]([CH:9]([NH2:17])[CH2:10][C:11]2[CH:16]=[CH:15][CH:14]=[CH:13][CH:12]=2)[CH:4]=[CH:5][CH:6]=1. (2) Given the reactants [C:1]([C:5]1[CH:10]=[CH:9][C:8]([C:11]([C:13]2[CH:18]=[CH:17][C:16]([O:19][C:20]3[C:29]4[C:24](=[CH:25][C:26]([O:32][CH3:33])=[C:27]([O:30][CH3:31])[CH:28]=4)[N:23]=[CH:22][CH:21]=3)=[CH:15][CH:14]=2)=[O:12])=[CH:7][CH:6]=1)([CH3:4])([CH3:3])[CH3:2].B.[Na].C(O)C, predict the reaction product. The product is: [C:1]([C:5]1[CH:10]=[CH:9][C:8]([CH:11]([C:13]2[CH:14]=[CH:15][C:16]([O:19][C:20]3[C:29]4[C:24](=[CH:25][C:26]([O:32][CH3:33])=[C:27]([O:30][CH3:31])[CH:28]=4)[N:23]=[CH:22][CH:21]=3)=[CH:17][CH:18]=2)[OH:12])=[CH:7][CH:6]=1)([CH3:4])([CH3:2])[CH3:3]. (3) Given the reactants [Cl:1][C:2]1[C:6]([Cl:7])=[C:5]([CH2:8][OH:9])[S:4][N:3]=1.[C:10](Cl)(=[O:17])[C:11]1[CH:16]=[CH:15][CH:14]=[CH:13][CH:12]=1.C(N(CC)CC)C.O, predict the reaction product. The product is: [C:10]([O:9][CH2:8][C:5]1[S:4][N:3]=[C:2]([Cl:1])[C:6]=1[Cl:7])(=[O:17])[C:11]1[CH:16]=[CH:15][CH:14]=[CH:13][CH:12]=1.